This data is from Reaction yield outcomes from USPTO patents with 853,638 reactions. The task is: Predict the reaction yield, written as a fraction of the theoretical maximum amount of product (1.0 means a 100% yield; for example, 0.34 means a 34% yield). (1) The reactants are C(OC(=O)[NH:7][CH:8]([CH:21]([CH3:23])[CH3:22])[CH2:9][NH:10][C:11]1[CH:20]=[N:19][C:18]2[C:13](=[CH:14][CH:15]=[CH:16][CH:17]=2)[N:12]=1)(C)(C)C.[ClH:25]. The catalyst is O1CCOCC1. The product is [ClH:25].[ClH:25].[CH3:22][CH:21]([CH3:23])[CH:8]([NH2:7])[CH2:9][NH:10][C:11]1[CH:20]=[N:19][C:18]2[C:13](=[CH:14][CH:15]=[CH:16][CH:17]=2)[N:12]=1. The yield is 1.00. (2) The reactants are [Br:1][C:2]1[CH:17]=[CH:16][C:5]([CH2:6][CH:7]([C:12]([O:14]C)=[O:13])[C:8]([O:10]C)=[O:9])=[CH:4][CH:3]=1.[OH-].[K+]. The catalyst is C(O)C.O. The product is [Br:1][C:2]1[CH:3]=[CH:4][C:5]([CH2:6][CH:7]([C:8]([OH:10])=[O:9])[C:12]([OH:14])=[O:13])=[CH:16][CH:17]=1. The yield is 0.910. (3) The catalyst is C1(C)C=CC=CC=1. The product is [C:26]([O:30][C:31]([N:33]1[CH2:38][CH2:37][N:36]([C:39]2[CH:40]=[N:41][C:42]([NH:45][C:13]3[N:14]=[CH:15][C:10]4[CH:9]=[C:8]([CH2:19][O:20][CH2:21][CH2:22][O:23][CH3:24])[C:7](=[O:25])[N:6]([CH:1]5[CH2:5][CH2:4][CH2:3][CH2:2]5)[C:11]=4[N:12]=3)=[CH:43][CH:44]=2)[CH2:35][CH2:34]1)=[O:32])([CH3:29])([CH3:27])[CH3:28]. The yield is 0.147. The reactants are [CH:1]1([N:6]2[C:11]3[N:12]=[C:13](S(C)=O)[N:14]=[CH:15][C:10]=3[CH:9]=[C:8]([CH2:19][O:20][CH2:21][CH2:22][O:23][CH3:24])[C:7]2=[O:25])[CH2:5][CH2:4][CH2:3][CH2:2]1.[C:26]([O:30][C:31]([N:33]1[CH2:38][CH2:37][N:36]([C:39]2[CH:40]=[N:41][C:42]([NH2:45])=[CH:43][CH:44]=2)[CH2:35][CH2:34]1)=[O:32])([CH3:29])([CH3:28])[CH3:27].